Task: Predict the product of the given reaction.. Dataset: Forward reaction prediction with 1.9M reactions from USPTO patents (1976-2016) (1) Given the reactants CN(C=O)C.[CH2:6]([C:9]1[C:17]2[O:16][N:15]=[C:14]([C:18]([F:21])([F:20])[F:19])[C:13]=2[CH:12]=[CH:11][C:10]=1[O:22][CH2:23][CH2:24][CH2:25]Br)[CH2:7][CH3:8].[NH:27]1[CH2:31][CH2:30][NH:29][C:28]1=[O:32], predict the reaction product. The product is: [CH2:6]([C:9]1[C:17]2[O:16][N:15]=[C:14]([C:18]([F:21])([F:20])[F:19])[C:13]=2[CH:12]=[CH:11][C:10]=1[O:22][CH2:23][CH2:24][CH2:25][N:27]1[CH2:31][CH2:30][NH:29][C:28]1=[O:32])[CH2:7][CH3:8]. (2) Given the reactants [CH2:1]([O:8][C:9](=[O:24])[CH2:10][CH2:11][C@H:12]([NH:16][C:17]([O:19][C:20]([CH3:23])([CH3:22])[CH3:21])=[O:18])[C:13]([OH:15])=[O:14])[C:2]1[CH:7]=[CH:6][CH:5]=[CH:4][CH:3]=1.[CH:25]1(O)[CH2:29][CH2:28][CH2:27][CH2:26]1.C(Cl)CCl, predict the reaction product. The product is: [C:20]([O:19][C:17]([NH:16][C@H:12]([C:13]([O:15][CH:25]1[CH2:29][CH2:28][CH2:27][CH2:26]1)=[O:14])[CH2:11][CH2:10][C:9]([O:8][CH2:1][C:2]1[CH:7]=[CH:6][CH:5]=[CH:4][CH:3]=1)=[O:24])=[O:18])([CH3:21])([CH3:23])[CH3:22]. (3) Given the reactants C1C=CC([C@H](O)C(O)=O)=CC=1.C(O)(C)C.CO.O.[CH3:19][O:20][C:21]1[CH:30]=[C:29]2[C:24]([CH2:25][CH2:26][CH:27]([NH2:31])[CH2:28]2)=[CH:23][CH:22]=1, predict the reaction product. The product is: [CH3:19][O:20][C:21]1[CH:30]=[C:29]2[C:24]([CH2:25][CH2:26][C@@H:27]([NH2:31])[CH2:28]2)=[CH:23][CH:22]=1. (4) Given the reactants [C:1]([O:5][C:6](=[O:20])[NH:7][CH2:8][C:9]1([C:17](=O)[NH2:18])[C:11]2([CH2:16][CH2:15][CH2:14][CH2:13][CH2:12]2)[CH2:10]1)([CH3:4])([CH3:3])[CH3:2].N1C(Cl)=NC(Cl)=NC=1Cl.[OH-].[Na+], predict the reaction product. The product is: [C:1]([O:5][C:6](=[O:20])[NH:7][CH2:8][C:9]1([C:17]#[N:18])[C:11]2([CH2:16][CH2:15][CH2:14][CH2:13][CH2:12]2)[CH2:10]1)([CH3:4])([CH3:2])[CH3:3]. (5) Given the reactants CCCC[N+](CCCC)(CCCC)CCCC.[F-].C([Si]([O:26][CH2:27][C:28]1[CH:33]=[C:32]([O:34][CH:35]([CH3:37])[CH3:36])[C:31]([F:38])=[C:30]([O:39][CH:40]([CH3:42])[CH3:41])[CH:29]=1)(C)C)(C)(C)C, predict the reaction product. The product is: [F:38][C:31]1[C:32]([O:34][CH:35]([CH3:37])[CH3:36])=[CH:33][C:28]([CH2:27][OH:26])=[CH:29][C:30]=1[O:39][CH:40]([CH3:42])[CH3:41]. (6) Given the reactants [CH3:1][O:2][C:3](=[O:30])[CH:4]=[CH:5][C:6]1[CH:14]=[CH:13][C:12]([O:15]CC2C=CC=CC=2)=[C:11]2[C:7]=1[CH2:8][N:9]([S:23]([CH2:26][CH2:27][CH2:28][CH3:29])(=[O:25])=[O:24])[CH2:10]2.[H][H], predict the reaction product. The product is: [CH3:1][O:2][C:3](=[O:30])[CH2:4][CH2:5][C:6]1[CH:14]=[CH:13][C:12]([OH:15])=[C:11]2[C:7]=1[CH2:8][N:9]([S:23]([CH2:26][CH2:27][CH2:28][CH3:29])(=[O:25])=[O:24])[CH2:10]2. (7) The product is: [C:15]([C:9]1[CH:14]=[CH:13][CH:12]=[CH:11][CH:10]=1)#[C:16][CH2:1][CH2:2][CH2:3][CH2:4][CH2:5][CH3:6]. Given the reactants [CH:1]#[C:2][CH2:3][CH2:4][CH2:5][CH2:6]CC.[C:9]1([C:15]#[CH:16])[CH:14]=[CH:13][CH:12]=[CH:11][CH:10]=1.C(#N)C1C=CC=CC=1, predict the reaction product. (8) Given the reactants [OH:1][CH2:2][C:3]#[C:4][C:5]1[CH:6]=[C:7]([S:11]([NH2:14])(=[O:13])=[O:12])[CH:8]=[CH:9][CH:10]=1, predict the reaction product. The product is: [OH:1][CH2:2][CH2:3][CH2:4][C:5]1[CH:6]=[C:7]([S:11]([NH2:14])(=[O:12])=[O:13])[CH:8]=[CH:9][CH:10]=1. (9) Given the reactants [C:1]([N:8]1[CH2:15][CH2:14][CH2:13][C@@H:9]1[C:10](O)=[O:11])([O:3][C:4]([CH3:7])([CH3:6])[CH3:5])=[O:2].N1C(F)=NC(F)=NC=1[F:18].N1C=CC=CC=1, predict the reaction product. The product is: [C:4]([O:3][C:1]([N:8]1[CH2:15][CH2:14][CH2:13][C@@H:9]1[C:10]([F:18])=[O:11])=[O:2])([CH3:7])([CH3:6])[CH3:5].